From a dataset of Forward reaction prediction with 1.9M reactions from USPTO patents (1976-2016). Predict the product of the given reaction. (1) Given the reactants [C:1]([O:5][C:6]([N:8]1[CH2:13][CH2:12][CH:11]([NH:14][C@H:15]([C:18]2[CH:23]=[CH:22][CH:21]=[CH:20][CH:19]=2)[CH2:16][OH:17])[CH2:10][CH2:9]1)=[O:7])([CH3:4])([CH3:3])[CH3:2].[C:24]1([N:30]=[C:31]=[O:32])[CH:29]=[CH:28][CH:27]=[CH:26][CH:25]=1, predict the reaction product. The product is: [C:1]([O:5][C:6]([N:8]1[CH2:9][CH2:10][CH:11]([N:14]([C@H:15]([C:18]2[CH:19]=[CH:20][CH:21]=[CH:22][CH:23]=2)[CH2:16][OH:17])[C:31]([NH:30][C:24]2[CH:29]=[CH:28][CH:27]=[CH:26][CH:25]=2)=[O:32])[CH2:12][CH2:13]1)=[O:7])([CH3:4])([CH3:2])[CH3:3]. (2) Given the reactants [NH2:1][C:2]1[N:7]=[CH:6][N:5]=[C:4]2[N:8]([CH:12]([C:14]3[C:15]([O:28][CH2:29][CH3:30])=[C:16](/[CH:22]=[CH:23]/[C:24]([O:26][CH3:27])=[O:25])[C:17]([CH3:21])=[C:18]([Cl:20])[CH:19]=3)[CH3:13])[N:9]=[C:10]([CH3:11])[C:3]=12.N12CCCN=C1CCCCC2.[N+:42]([CH3:45])([O-:44])=[O:43], predict the reaction product. The product is: [NH2:1][C:2]1[N:7]=[CH:6][N:5]=[C:4]2[N:8]([CH:12]([C:14]3[C:15]([O:28][CH2:29][CH3:30])=[C:16]([CH:22]([CH2:45][N+:42]([O-:44])=[O:43])[CH2:23][C:24]([O:26][CH3:27])=[O:25])[C:17]([CH3:21])=[C:18]([Cl:20])[CH:19]=3)[CH3:13])[N:9]=[C:10]([CH3:11])[C:3]=12. (3) The product is: [OH:18][CH2:17][C:16]([CH3:20])([CH3:19])[CH2:15][CH2:14][CH2:13][CH2:12][NH:11][C:2]([NH:1][CH2:4][CH2:5][CH2:6][C:7]([O:9][CH3:10])=[O:8])=[O:3]. Given the reactants [N:1]([CH2:4][CH2:5][CH2:6][C:7]([O:9][CH3:10])=[O:8])=[C:2]=[O:3].[NH2:11][CH2:12][CH2:13][CH2:14][CH2:15][C:16]([CH3:20])([CH3:19])[CH2:17][OH:18], predict the reaction product. (4) Given the reactants [CH3:1][CH2:2][N:3]1[C:9]2[N:10]=[C:11]([N:14]3[CH2:19][CH2:18][NH:17][CH2:16][CH2:15]3)[N:12]=[CH:13][C:8]=2[C:6](=[O:7])[C:5]([C:20]([OH:22])=[O:21])=[CH:4]1.[O:23]1[CH2:28][CH2:27][N:26]([S:29]([C:32]2[CH:37]=[CH:36][C:35]([N:38]=[C:39]=[S:40])=[CH:34][CH:33]=2)(=[O:31])=[O:30])[CH2:25][CH2:24]1.C(N(CC)CC)C, predict the reaction product. The product is: [O:23]1[CH2:24][CH2:25][N:26]([S:29]([C:32]2[CH:33]=[CH:34][C:35]([NH:38][C:39]([N:17]3[CH2:18][CH2:19][N:14]([C:11]4[N:12]=[CH:13][C:8]5[C:6](=[O:7])[C:5]([C:20]([OH:22])=[O:21])=[CH:4][N:3]([CH2:2][CH3:1])[C:9]=5[N:10]=4)[CH2:15][CH2:16]3)=[S:40])=[CH:36][CH:37]=2)(=[O:31])=[O:30])[CH2:27][CH2:28]1. (5) Given the reactants [CH:1]([C:3]1[CH:12]=[CH:11][C:6]([C:7]([O:9][CH3:10])=[O:8])=[CH:5][C:4]=1[OH:13])=[O:2].C([O-])([O-])=O.[K+].[K+].[CH2:20](Br)[CH:21]=[CH2:22], predict the reaction product. The product is: [CH2:22]([O:13][C:4]1[CH:5]=[C:6]([CH:11]=[CH:12][C:3]=1[CH:1]=[O:2])[C:7]([O:9][CH3:10])=[O:8])[CH:21]=[CH2:20].